Dataset: Catalyst prediction with 721,799 reactions and 888 catalyst types from USPTO. Task: Predict which catalyst facilitates the given reaction. (1) Reactant: [CH2:1]([O:3][C:4]([C:6]1[CH:10]=[CH:9][O:8][CH:7]=1)=[O:5])[CH3:2].CN(C)[CH:13]=[O:14].P(Cl)(Cl)(Cl)=O.C(=O)(O)[O-].[K+]. Product: [CH2:1]([O:3][C:4]([C:6]1[CH:10]=[C:9]([CH:13]=[O:14])[O:8][CH:7]=1)=[O:5])[CH3:2]. The catalyst class is: 226. (2) Reactant: Cl[C:2]1[CH:7]=[C:6]([Cl:8])[N:5]=[C:4]([N:9]2[C:13]3[CH:14]=[CH:15][CH:16]=[CH:17][C:12]=3[N:11]=[C:10]2[CH:18]([F:20])[F:19])[N:3]=1.[NH2:21][C:22]1[CH:23]=[N:24][CH:25]=[CH:26][CH:27]=1.[Li+].CC([N-]C(C)C)C.CC(O)=O. Product: [Cl:8][C:6]1[N:5]=[C:4]([N:9]2[C:13]3[CH:14]=[CH:15][CH:16]=[CH:17][C:12]=3[N:11]=[C:10]2[CH:18]([F:20])[F:19])[N:3]=[C:2]([NH:21][C:22]2[CH:23]=[N:24][CH:25]=[CH:26][CH:27]=2)[CH:7]=1. The catalyst class is: 20.